Predict the reaction yield, written as a fraction of the theoretical maximum amount of product (1.0 means a 100% yield; for example, 0.34 means a 34% yield). From a dataset of Reaction yield outcomes from USPTO patents with 853,638 reactions. The reactants are [NH2:1][C:2]1[CH:3]=[C:4]2[C:8](=[CH:9][CH:10]=1)[NH:7][CH:6]=[CH:5]2.C(=O)([O-])O.[Na+].[Cl:16][C:17]1[N:18]=[C:19]2[N:23]([C:24]=1[S:25](Cl)(=[O:27])=[O:26])[CH2:22][CH2:21][S:20]2.C(Cl)(Cl)Cl.CO. The catalyst is C(#N)C. The product is [NH:7]1[C:8]2[C:4](=[CH:3][C:2]([NH:1][S:25]([C:24]3[N:23]4[C:19]([S:20][CH2:21][CH2:22]4)=[N:18][C:17]=3[Cl:16])(=[O:26])=[O:27])=[CH:10][CH:9]=2)[CH:5]=[CH:6]1. The yield is 0.580.